This data is from Full USPTO retrosynthesis dataset with 1.9M reactions from patents (1976-2016). The task is: Predict the reactants needed to synthesize the given product. (1) Given the product [CH3:27][O:26][C:23]([C:24]1[CH:14]=[C:13]([S:15][CH3:17])[C:12]2[C:7](=[CH:8][C:9]([Cl:16])=[CH:10][CH:11]=2)[N:6]=1)=[O:25], predict the reactants needed to synthesize it. The reactants are: Cl.C(C1[CH:14]=[C:13]([SH:15])[C:12]2[C:7](=[CH:8][C:9]([Cl:16])=[CH:10][CH:11]=2)[N:6]=1)(O)=O.[C:17](=O)([O-])[O-].[Cs+].[Cs+].[C:23]([O:26][CH2:27]C)(=[O:25])[CH3:24]. (2) Given the product [F:3][C:4]1[CH:5]=[C:6]([C@@H:11]([CH:29]2[CH2:30][CH2:31][N:32]([S:35]([CH3:38])(=[O:37])=[O:36])[CH2:33][CH2:34]2)[CH2:12][CH2:13][OH:14])[CH:7]=[C:8]([F:10])[CH:9]=1, predict the reactants needed to synthesize it. The reactants are: [BH4-].[Li+].[F:3][C:4]1[CH:5]=[C:6]([C@@H:11]([CH:29]2[CH2:34][CH2:33][N:32]([S:35]([CH3:38])(=[O:37])=[O:36])[CH2:31][CH2:30]2)[CH2:12][C:13](N2[C@H](C3C=CC=CC=3)[C@H](C)N(C)C2=O)=[O:14])[CH:7]=[C:8]([F:10])[CH:9]=1.C(O)C.Cl. (3) Given the product [CH3:1][O:2][C:3]([CH:4]1[CH2:5][C:6]2[CH:7]=[C:8]3[O:13][CH2:12][C@H:11]([C:14]4[CH:15]=[CH:16][C:17]([O:20][CH2:21][C:22]5[CH:27]=[CH:26][C:25]([Cl:28])=[C:24]([Cl:29])[CH:23]=5)=[CH:18][CH:19]=4)[O:10][C:9]3=[CH:30][C:31]=2[CH2:41][N:32]1[C:33]([O:35][C:36]([CH3:37])([CH3:39])[CH3:38])=[O:34])=[O:40], predict the reactants needed to synthesize it. The reactants are: [CH3:1][O:2][C:3](=[O:40])[C@@H:4]([NH:32][C:33]([O:35][C:36]([CH3:39])([CH3:38])[CH3:37])=[O:34])[CH2:5][C:6]1[CH:31]=[CH:30][C:9]2[O:10][CH:11]([C:14]3[CH:19]=[CH:18][C:17]([O:20][CH2:21][C:22]4[CH:27]=[CH:26][C:25]([Cl:28])=[C:24]([Cl:29])[CH:23]=4)=[CH:16][CH:15]=3)[CH2:12][O:13][C:8]=2[CH:7]=1.[C:41](O)(C(F)(F)F)=O.C=O. (4) The reactants are: [CH3:1][O:2][C:3]1[N:8]=[C:7]([CH3:9])[CH:6]=[CH:5][N:4]=1.[N:10](OCCCC)=[O:11].C[O-].[K+].Cl. Given the product [CH3:1][O:2][C:3]1[N:8]=[C:7]([CH:9]=[N:10][OH:11])[CH:6]=[CH:5][N:4]=1, predict the reactants needed to synthesize it. (5) Given the product [C:17]1([C:8]2[O:9][C:10]([C:11]3[CH:16]=[CH:15][CH:14]=[CH:13][CH:12]=3)=[C:6]([CH2:5][C:1]#[N:2])[N:7]=2)[CH:22]=[CH:21][CH:20]=[CH:19][CH:18]=1, predict the reactants needed to synthesize it. The reactants are: [C-:1]#[N:2].[K+].Cl[CH2:5][C:6]1[N:7]=[C:8]([C:17]2[CH:22]=[CH:21][CH:20]=[CH:19][CH:18]=2)[O:9][C:10]=1[C:11]1[CH:16]=[CH:15][CH:14]=[CH:13][CH:12]=1.O.